Dataset: Full USPTO retrosynthesis dataset with 1.9M reactions from patents (1976-2016). Task: Predict the reactants needed to synthesize the given product. Given the product [C:8]([O:12][C:13]([N:15]1[CH2:18][CH2:17][C@H:16]1[CH2:19][O:20][C:21]1[CH:22]=[C:23]([C:27]2[CH:28]=[C:29]([CH2:33][CH2:34][CH2:35][NH:36][S:4]([CH3:3])(=[O:6])=[O:5])[CH:30]=[CH:31][CH:32]=2)[CH:24]=[N:25][CH:26]=1)=[O:14])([CH3:11])([CH3:10])[CH3:9], predict the reactants needed to synthesize it. The reactants are: N#N.[CH3:3][S:4](Cl)(=[O:6])=[O:5].[C:8]([O:12][C:13]([N:15]1[CH2:18][CH2:17][C@H:16]1[CH2:19][O:20][C:21]1[CH:22]=[C:23]([C:27]2[CH:28]=[C:29]([CH2:33][CH2:34][CH2:35][NH2:36])[CH:30]=[CH:31][CH:32]=2)[CH:24]=[N:25][CH:26]=1)=[O:14])([CH3:11])([CH3:10])[CH3:9].C(N(CC)CC)C.COC(C)=O.